This data is from Full USPTO retrosynthesis dataset with 1.9M reactions from patents (1976-2016). The task is: Predict the reactants needed to synthesize the given product. (1) Given the product [ClH:34].[CH2:1]([N:8]1[CH2:13][CH2:12][CH:11]([N:14]([CH3:33])[C:15]([N:17]2[CH:21]=[C:20]([C:22]3[CH:27]=[CH:26][CH:25]=[C:24]([NH:28][S:29]([CH3:32])(=[O:31])=[O:30])[CH:23]=3)[N:19]=[CH:18]2)=[O:16])[CH2:10][CH2:9]1)[C:2]1[CH:7]=[CH:6][CH:5]=[CH:4][CH:3]=1, predict the reactants needed to synthesize it. The reactants are: [CH2:1]([N:8]1[CH2:13][CH2:12][CH:11]([N:14]([CH3:33])[C:15]([N:17]2[CH:21]=[C:20]([C:22]3[CH:27]=[CH:26][CH:25]=[C:24]([NH:28][S:29]([CH3:32])(=[O:31])=[O:30])[CH:23]=3)[N:19]=[CH:18]2)=[O:16])[CH2:10][CH2:9]1)[C:2]1[CH:7]=[CH:6][CH:5]=[CH:4][CH:3]=1.[ClH:34]. (2) Given the product [N+:19]([C:16]1[CH:15]=[CH:14][C:13]([CH:12]2[CH2:11][CH2:10][CH:9]([C:22]3[CH:23]=[CH:24][C:25]([N+:28]([O-:30])=[O:29])=[CH:26][CH:27]=3)[N:8]2[C:5]2[CH:6]=[CH:7][C:2]([C:36]3[CH:35]=[CH:34][C:33]([N:32]([CH3:42])[CH3:31])=[N:38][CH:37]=3)=[CH:3][CH:4]=2)=[CH:18][CH:17]=1)([O-:21])=[O:20], predict the reactants needed to synthesize it. The reactants are: Br[C:2]1[CH:7]=[CH:6][C:5]([N:8]2[CH:12]([C:13]3[CH:18]=[CH:17][C:16]([N+:19]([O-:21])=[O:20])=[CH:15][CH:14]=3)[CH2:11][CH2:10][CH:9]2[C:22]2[CH:27]=[CH:26][C:25]([N+:28]([O-:30])=[O:29])=[CH:24][CH:23]=2)=[CH:4][CH:3]=1.[CH3:31][N:32]([CH3:42])[C:33]1[N:38]=[CH:37][C:36](B(O)O)=[CH:35][CH:34]=1.P([O-])([O-])([O-])=O.[K+].[K+].[K+].C1COCC1.